From a dataset of Full USPTO retrosynthesis dataset with 1.9M reactions from patents (1976-2016). Predict the reactants needed to synthesize the given product. (1) Given the product [ClH:22].[ClH:22].[CH3:1][C:2]1[CH:7]=[CH:6][N:5]=[C:4]([N:8]2[CH2:9][CH2:10][NH:11][CH2:12][CH2:13]2)[N:3]=1, predict the reactants needed to synthesize it. The reactants are: [CH3:1][C:2]1[CH:7]=[CH:6][N:5]=[C:4]([N:8]2[CH2:13][CH2:12][N:11](C(OC(C)(C)C)=O)[CH2:10][CH2:9]2)[N:3]=1.C(Cl)[Cl:22]. (2) Given the product [CH3:33][C:31]1[NH:30][N:29]=[C:28]([NH:27][C:13]2[N:14]=[C:15]([C:17]3[N:18]([CH3:26])[C:19]4[C:24]([CH:25]=3)=[CH:23][CH:22]=[CH:21][CH:20]=4)[N:16]=[C:11]([N:7]3[CH2:8][CH2:9][N:4]([C:1](=[O:3])[CH3:2])[CH2:5][CH2:6]3)[CH:12]=2)[CH:32]=1, predict the reactants needed to synthesize it. The reactants are: [C:1]([N:4]1[CH2:9][CH2:8][NH:7][CH2:6][CH2:5]1)(=[O:3])[CH3:2].Cl[C:11]1[N:16]=[C:15]([C:17]2[N:18]([CH3:26])[C:19]3[C:24]([CH:25]=2)=[CH:23][CH:22]=[CH:21][CH:20]=3)[N:14]=[C:13]([NH:27][C:28]2[CH:32]=[C:31]([CH3:33])[NH:30][N:29]=2)[CH:12]=1. (3) Given the product [C:6]([C:5]([C:11]1[CH:16]=[CH:15][C:14]([O:17][CH3:18])=[C:13]([O:19][CH3:20])[CH:12]=1)([CH:8]([CH3:10])[CH3:9])[CH2:4][CH2:3][CH2:2][N:22]([CH3:21])[CH2:23][CH2:24][C:25]1[CH:26]=[C:27]([CH:34]=[CH:35][CH:36]=1)[C:28]([O:30][CH2:31][CH2:32][CH3:33])=[O:29])#[N:7], predict the reactants needed to synthesize it. The reactants are: Br[CH2:2][CH2:3][CH2:4][C:5]([C:11]1[CH:16]=[CH:15][C:14]([O:17][CH3:18])=[C:13]([O:19][CH3:20])[CH:12]=1)([CH:8]([CH3:10])[CH3:9])[C:6]#[N:7].[CH3:21][NH:22][CH2:23][CH2:24][C:25]1[CH:26]=[C:27]([CH:34]=[CH:35][CH:36]=1)[C:28]([O:30][CH2:31][CH2:32][CH3:33])=[O:29].